Dataset: Forward reaction prediction with 1.9M reactions from USPTO patents (1976-2016). Task: Predict the product of the given reaction. (1) Given the reactants [NH2:1][C:2]1[S:3][C:4]([C:12]2[CH:13]=[CH:14][C:15](=[O:25])[N:16]([CH2:18][C:19]3[CH:24]=[CH:23][CH:22]=[CH:21][CH:20]=3)[CH:17]=2)=[C:5]([C:7]2[O:8][CH:9]=[CH:10][CH:11]=2)[N:6]=1.[C:26](O)(=[O:33])[C:27]1[CH:32]=[CH:31][N:30]=[CH:29][CH:28]=1.C1CN([P+](ON2N=NC3C=CC=CC2=3)(N2CCCC2)N2CCCC2)CC1.F[P-](F)(F)(F)(F)F.C(N(CC)CC)C, predict the reaction product. The product is: [CH2:18]([N:16]1[CH:17]=[C:12]([C:4]2[S:3][C:2]([NH:1][C:26]([C:27]3[CH:32]=[CH:31][N:30]=[CH:29][CH:28]=3)=[O:33])=[N:6][C:5]=2[C:7]2[O:8][CH:9]=[CH:10][CH:11]=2)[CH:13]=[CH:14][C:15]1=[O:25])[C:19]1[CH:24]=[CH:23][CH:22]=[CH:21][CH:20]=1. (2) Given the reactants Br[C:2]1[CH:3]=[C:4]([NH:13][CH:14]2[CH2:19][CH2:18][O:17][CH2:16][CH2:15]2)[C:5]([CH3:12])=[C:6]([CH:11]=1)[C:7]([O:9][CH3:10])=[O:8].CC1(C)C(C)(C)OB([C:28]2[CH:40]=[CH:39][C:31]([CH2:32][N:33]3[CH2:38][CH2:37][O:36][CH2:35][CH2:34]3)=[CH:30][CH:29]=2)O1.C([O-])([O-])=O.[Na+].[Na+], predict the reaction product. The product is: [CH3:12][C:5]1[C:4]([NH:13][CH:14]2[CH2:19][CH2:18][O:17][CH2:16][CH2:15]2)=[CH:3][C:2]([C:28]2[CH:29]=[CH:30][C:31]([CH2:32][N:33]3[CH2:38][CH2:37][O:36][CH2:35][CH2:34]3)=[CH:39][CH:40]=2)=[CH:11][C:6]=1[C:7]([O:9][CH3:10])=[O:8]. (3) The product is: [C:1]([C:3]1[CH:8]=[CH:7][C:6]([N:9]2[CH2:14][CH2:13][CH2:12][C@H:11]([NH:15][C@@H:16]3[CH2:21][CH2:20][CH2:19][CH2:18][C@H:17]3[NH:22][C:23](=[O:35])[O:37][CH2:38][C:39]3[CH:44]=[CH:43][C:42]([O:45][CH3:46])=[CH:41][CH:40]=3)[CH2:10]2)=[CH:5][CH:4]=1)#[N:2]. Given the reactants [C:1]([C:3]1[CH:8]=[CH:7][C:6]([N:9]2[CH2:14][CH2:13][CH2:12][C@H:11]([NH:15][C@@H:16]3[CH2:21][CH2:20][CH2:19][CH2:18][C@H:17]3[NH:22][C:23](=[O:35])CC3C4C(=CC=CC=4)N(C)C=3)[CH2:10]2)=[CH:5][CH:4]=1)#[N:2].C(Cl)(=O)[O:37][CH2:38][C:39]1[CH:44]=[CH:43][C:42]([O:45][CH3:46])=[CH:41][CH:40]=1, predict the reaction product. (4) The product is: [CH3:12][O:13][C:2]1[N:10]=[C:9]2[C:5]([NH:6][CH:7]=[N:8]2)=[C:4]([NH2:11])[N:3]=1. Given the reactants Cl[C:2]1[N:10]=[C:9]2[C:5]([NH:6][CH:7]=[N:8]2)=[C:4]([NH2:11])[N:3]=1.[CH3:12][O-:13].[Na+].CO, predict the reaction product. (5) Given the reactants C(N(CC)CC)C.[C:16](O[C:16]([O:18][C:19]([CH3:22])([CH3:21])[CH3:20])=[O:17])([O:18][C:19]([CH3:22])([CH3:21])[CH3:20])=[O:17].[NH2:23][C:24]1[CH:29]=[CH:28][C:27]([C:30]2[CH:35]=[CH:34][C:33]([OH:36])=[CH:32][CH:31]=2)=[CH:26][CH:25]=1, predict the reaction product. The product is: [C:19]([O:18][C:16](=[O:17])[NH:23][C:24]1[CH:25]=[CH:26][C:27]([C:30]2[CH:35]=[CH:34][C:33]([OH:36])=[CH:32][CH:31]=2)=[CH:28][CH:29]=1)([CH3:20])([CH3:21])[CH3:22]. (6) The product is: [CH3:1][C:2]([C:21]1[CH:26]=[CH:25][C:24]([S:37]([CH3:30])(=[O:39])=[O:36])=[CH:23][N:22]=1)([C:10]1[NH:11][C:12]([C:15]2[CH:20]=[CH:19][CH:18]=[CH:17][N:16]=2)=[CH:13][CH:14]=1)[CH2:3][CH:4]1[CH2:5][CH2:6][O:7][CH2:8][CH2:9]1. Given the reactants [CH3:1][C:2]([C:21]1[CH:26]=[CH:25][C:24](SC)=[CH:23][N:22]=1)([C:10]1[NH:11][C:12]([C:15]2[CH:20]=[CH:19][CH:18]=[CH:17][N:16]=2)=[CH:13][CH:14]=1)[CH2:3][CH:4]1[CH2:9][CH2:8][O:7][CH2:6][CH2:5]1.O1CCC[CH2:30]1.O.O[O:36][S:37]([O-:39])=O.[K+], predict the reaction product. (7) Given the reactants [Br-].[CH2:2]([Zn+])[C:3]1[CH:8]=[CH:7][CH:6]=[CH:5][CH:4]=1.Cl[C:11]1[N:16]=[C:15]2[N:17]=[C:18]([NH:21][C:22]([NH:24][CH2:25][CH3:26])=[O:23])[CH:19]=[CH:20][C:14]2=[N:13][CH:12]=1.[Cl-].[NH4+], predict the reaction product. The product is: [CH2:2]([C:11]1[N:16]=[C:15]2[N:17]=[C:18]([NH:21][C:22]([NH:24][CH2:25][CH3:26])=[O:23])[CH:19]=[CH:20][C:14]2=[N:13][CH:12]=1)[C:3]1[CH:8]=[CH:7][CH:6]=[CH:5][CH:4]=1.